Dataset: Full USPTO retrosynthesis dataset with 1.9M reactions from patents (1976-2016). Task: Predict the reactants needed to synthesize the given product. (1) Given the product [NH2:1][C:2]1[N:6]([CH:7]2[CH2:13][O:12][CH2:11][CH2:10][NH:9][CH2:8]2)[N:5]=[C:4]([C:14]2[CH:15]=[CH:16][C:17]([O:20][C:21]3[CH:26]=[CH:25][CH:24]=[CH:23][CH:22]=3)=[CH:18][CH:19]=2)[C:3]=1[C:27]([NH2:28])=[O:47], predict the reactants needed to synthesize it. The reactants are: [NH2:1][C:2]1[N:6]([CH:7]2[CH2:13][O:12][CH2:11][CH2:10][NH:9][CH2:8]2)[N:5]=[C:4]([C:14]2[CH:19]=[CH:18][C:17]([O:20][C:21]3[CH:26]=[CH:25][CH:24]=[CH:23][CH:22]=3)=[CH:16][CH:15]=2)[C:3]=1[C:27]#[N:28].NC1N(C2CCCNC2)N=C(C2C=CC([O:47]C3C=CC=CC=3)=CC=2)C=1C(N)=O. (2) Given the product [Br:1][C:2]1[CH:7]=[CH:6][C:5]([O:8][CH3:13])=[C:4]([N+:9]([O-:11])=[O:10])[C:3]=1[CH3:12], predict the reactants needed to synthesize it. The reactants are: [Br:1][C:2]1[CH:7]=[CH:6][C:5]([OH:8])=[C:4]([N+:9]([O-:11])=[O:10])[C:3]=1[CH3:12].[C:13]([O-])([O-])=O.[K+].[K+].IC. (3) Given the product [C:43]([O:47][C:48]([N:50]1[CH2:55][CH2:54][N:53]([C:32]([C:14]2[N:13]3[C:8]([CH:9]=[CH:10][CH:11]=[CH:12]3)=[C:7]([C:15]3[CH:16]=[CH:17][CH:18]=[CH:19][CH:20]=3)[C:6]=2[CH2:5][C:4]2[CH:21]=[CH:22][CH:23]=[C:2]([F:1])[C:3]=2[CH3:24])=[O:34])[CH2:52][CH2:51]1)=[O:49])([CH3:46])([CH3:44])[CH3:45], predict the reactants needed to synthesize it. The reactants are: [F:1][C:2]1[C:3]([CH3:24])=[C:4]([CH:21]=[CH:22][CH:23]=1)[CH2:5][C:6]1[C:7]([C:15]2[CH:20]=[CH:19][CH:18]=[CH:17][CH:16]=2)=[C:8]2[N:13]([CH:14]=1)[CH:12]=[CH:11][CH:10]=[CH:9]2.N1C=CC=CC=1.Cl[C:32](Cl)([O:34]C(=O)OC(Cl)(Cl)Cl)Cl.[C:43]([O:47][C:48]([N:50]1[CH2:55][CH2:54][NH:53][CH2:52][CH2:51]1)=[O:49])([CH3:46])([CH3:45])[CH3:44].C(N(CC)CC)C. (4) Given the product [N:17]1([C:21]([C:23]2[CH:24]=[C:25]([Cl:30])[C:26]([O:1][C:2]3[CH:3]=[C:4]([CH:9]=[C:10]([O:12][C@@H:13]([CH3:16])[CH2:14][OH:15])[CH:11]=3)[C:5]([O:7][CH3:8])=[O:6])=[N:27][CH:28]=2)=[O:22])[CH2:20][CH2:19][CH2:18]1, predict the reactants needed to synthesize it. The reactants are: [OH:1][C:2]1[CH:3]=[C:4]([CH:9]=[C:10]([O:12][C@@H:13]([CH3:16])[CH2:14][OH:15])[CH:11]=1)[C:5]([O:7][CH3:8])=[O:6].[N:17]1([C:21]([C:23]2[CH:24]=[C:25]([Cl:30])[C:26](Cl)=[N:27][CH:28]=2)=[O:22])[CH2:20][CH2:19][CH2:18]1.C(=O)([O-])[O-].[K+].[K+]. (5) The reactants are: [OH:1][N:2]=[C:3]([C:8]([O:10][CH3:11])=[O:9])[C:4]([O:6][CH3:7])=[O:5].[CH3:12]I. Given the product [CH3:12][O:1][N:2]=[C:3]([C:8]([O:10][CH3:11])=[O:9])[C:4]([O:6][CH3:7])=[O:5], predict the reactants needed to synthesize it. (6) Given the product [CH3:1][O:2][C:3]([C@@H:5]1[CH2:10][CH2:9][C@@H:8]([O:11][Si:26]([C:23]([CH3:25])([CH3:24])[CH3:22])([C:33]2[CH:34]=[CH:35][CH:36]=[CH:37][CH:38]=2)[C:27]2[CH:32]=[CH:31][CH:30]=[CH:29][CH:28]=2)[CH2:7][C@H:6]1[C:12]([O:14][CH2:15][C:16]1[CH:17]=[CH:18][CH:19]=[CH:20][CH:21]=1)=[O:13])=[O:4], predict the reactants needed to synthesize it. The reactants are: [CH3:1][O:2][C:3]([C@@H:5]1[CH2:10][CH2:9][C@@H:8]([OH:11])[CH2:7][C@H:6]1[C:12]([O:14][CH2:15][C:16]1[CH:21]=[CH:20][CH:19]=[CH:18][CH:17]=1)=[O:13])=[O:4].[CH3:22][C:23]([Si:26](Cl)([C:33]1[CH:38]=[CH:37][CH:36]=[CH:35][CH:34]=1)[C:27]1[CH:32]=[CH:31][CH:30]=[CH:29][CH:28]=1)([CH3:25])[CH3:24].N1C=CN=C1.